Dataset: TCR-epitope binding with 47,182 pairs between 192 epitopes and 23,139 TCRs. Task: Binary Classification. Given a T-cell receptor sequence (or CDR3 region) and an epitope sequence, predict whether binding occurs between them. (1) The epitope is CLGGLLTMV. The TCR CDR3 sequence is CSVEGEEYNEQFF. Result: 0 (the TCR does not bind to the epitope). (2) Result: 1 (the TCR binds to the epitope). The epitope is IVTDFSVIK. The TCR CDR3 sequence is CASSQGRDRHGYTF. (3) The epitope is VLQAVGACV. The TCR CDR3 sequence is CASATGIFNNEQFF. Result: 0 (the TCR does not bind to the epitope).